Regression/Classification. Given a drug SMILES string, predict its toxicity properties. Task type varies by dataset: regression for continuous values (e.g., LD50, hERG inhibition percentage) or binary classification for toxic/non-toxic outcomes (e.g., AMES mutagenicity, cardiotoxicity, hepatotoxicity). Dataset: herg_karim. From a dataset of hERG potassium channel inhibition data for cardiac toxicity prediction from Karim et al.. (1) The drug is O=C1COc2cccc(OC[C@@H](O)CN3CCC4(CC3)Cc3cc(Cl)ccc3O4)c2N1. The result is 1 (blocker). (2) The drug is Cc1cnc(-c2cc(N3CCN(C(=O)CCS(C)(=O)=O)CC3)ncc2Cl)c(C)c1. The result is 0 (non-blocker). (3) The compound is Cc1ncoc1-c1nnc(SCCCN2C[C@H]3C[C@@]3(c3cccc(C(F)(F)F)c3)C2)n1C. The result is 1 (blocker). (4) The molecule is Cc1ccccc1-c1nc2cn(-c3cccc(Cl)c3)nc2c(=O)n1CC1CCCN(C(C)C)C1. The result is 0 (non-blocker).